Dataset: Forward reaction prediction with 1.9M reactions from USPTO patents (1976-2016). Task: Predict the product of the given reaction. (1) Given the reactants Br[C:2]1[S:3][CH:4]=[CH:5][C:6]=1[C:7]([OH:9])=[O:8].[CH2:10]([C:12]1[CH:17]=[CH:16][C:15](B(O)O)=[CH:14][CH:13]=1)[CH3:11].C([O-])([O-])=O.[K+].[K+].CC(O)C, predict the reaction product. The product is: [CH2:10]([C:12]1[CH:17]=[CH:16][C:15]([C:2]2[S:3][CH:4]=[CH:5][C:6]=2[C:7]([OH:9])=[O:8])=[CH:14][CH:13]=1)[CH3:11]. (2) Given the reactants Br[C:2]1[CH:3]=[C:4]([C:8]2[O:9][C:10]3[CH:16]=[CH:15][C:14]([CH3:17])=[CH:13][C:11]=3[N:12]=2)[CH:5]=[CH:6][CH:7]=1.[O-]P([O-])([O-])=O.[K+].[K+].[K+].CNCCNC.[NH2:32][C:33]1[CH:41]=[CH:40][C:36]([C:37]([NH2:39])=[O:38])=[CH:35][CH:34]=1, predict the reaction product. The product is: [NH2:32][C:33]1[CH:41]=[CH:40][C:36]([C:37]([NH:39][C:2]2[CH:7]=[CH:6][CH:5]=[C:4]([C:8]3[O:9][C:10]4[CH:16]=[CH:15][C:14]([CH3:17])=[CH:13][C:11]=4[N:12]=3)[CH:3]=2)=[O:38])=[CH:35][CH:34]=1.